This data is from Full USPTO retrosynthesis dataset with 1.9M reactions from patents (1976-2016). The task is: Predict the reactants needed to synthesize the given product. (1) Given the product [OH:9][C:6]1[CH:7]=[CH:8][C:3]([C:1]#[N:2])=[CH:4][C:5]=1[I:11], predict the reactants needed to synthesize it. The reactants are: [C:1]([C:3]1[CH:8]=[CH:7][C:6]([OH:9])=[CH:5][CH:4]=1)#[N:2].[OH-].[I-:11].[K+].II. (2) Given the product [OH:6][C:7]1[CH:14]=[CH:13][C:10]([C:11]#[N:12])=[C:9]([CH3:15])[CH:8]=1, predict the reactants needed to synthesize it. The reactants are: B(Cl)(Cl)Cl.C[O:6][C:7]1[CH:14]=[CH:13][C:10]([C:11]#[N:12])=[C:9]([CH3:15])[CH:8]=1. (3) Given the product [CH2:4]([C@@:11]12[CH2:24][CH2:23][C@:22]([OH:29])([C:25]([F:26])([F:27])[F:28])[CH2:21][C@H:20]1[CH2:19][C:18]([OH:30])([CH3:35])[C:17]1[CH:16]=[C:15]([C:31]([O:33][CH3:34])=[O:32])[CH:14]=[CH:13][C:12]2=1)[C:5]1[CH:6]=[CH:7][CH:8]=[CH:9][CH:10]=1, predict the reactants needed to synthesize it. The reactants are: C[Mg]Br.[CH2:4]([C@@:11]12[CH2:24][CH2:23][C@:22]([OH:29])([C:25]([F:28])([F:27])[F:26])[CH2:21][C@H:20]1[CH2:19][C:18](=[O:30])[C:17]1[CH:16]=[C:15]([C:31]([O:33][CH3:34])=[O:32])[CH:14]=[CH:13][C:12]2=1)[C:5]1[CH:10]=[CH:9][CH:8]=[CH:7][CH:6]=1.[CH2:35]1COCC1.